From a dataset of Peptide-MHC class I binding affinity with 185,985 pairs from IEDB/IMGT. Regression. Given a peptide amino acid sequence and an MHC pseudo amino acid sequence, predict their binding affinity value. This is MHC class I binding data. The peptide sequence is FMNEDHWFSR. The MHC is HLA-A33:01 with pseudo-sequence HLA-A33:01. The binding affinity (normalized) is 0.761.